Dataset: Forward reaction prediction with 1.9M reactions from USPTO patents (1976-2016). Task: Predict the product of the given reaction. (1) Given the reactants [Br:1][C:2]1[CH:7]=[CH:6][C:5]([N+:8]([O-:10])=[O:9])=[CH:4][C:3]=1[CH2:11][NH:12][CH3:13].[CH2:14]([O:21][C:22]([O:24]N1C(=O)CCC1=O)=O)[C:15]1[CH:20]=[CH:19][CH:18]=[CH:17][CH:16]=1.C(N(CC)C(C)C)(C)C, predict the reaction product. The product is: [Br:1][C:2]1[CH:7]=[CH:6][C:5]([N+:8]([O-:10])=[O:9])=[CH:4][C:3]=1[CH2:11][N:12]([CH3:13])[C:22](=[O:24])[O:21][CH2:14][C:15]1[CH:16]=[CH:17][CH:18]=[CH:19][CH:20]=1. (2) The product is: [F:44][C:42]1[CH:41]=[C:4]([CH:3]=[C:2]([F:1])[CH:43]=1)[CH2:5][N:6]1[CH:10]=[C:9]([C:11]2[C:19]3[C:14](=[N:15][CH:16]=[C:17]([C:20]4[CH:21]=[C:22]([NH:26][S:27]([CH3:30])(=[O:28])=[O:29])[CH:23]=[CH:24][CH:25]=4)[CH:18]=3)[NH:13][CH:12]=2)[CH:8]=[N:7]1. Given the reactants [F:1][C:2]1[CH:3]=[C:4]([CH:41]=[C:42]([F:44])[CH:43]=1)[CH2:5][N:6]1[CH:10]=[C:9]([C:11]2[C:19]3[C:14](=[N:15][CH:16]=[C:17]([C:20]4[CH:21]=[C:22]([NH:26][S:27]([CH3:30])(=[O:29])=[O:28])[CH:23]=[CH:24][CH:25]=4)[CH:18]=3)[N:13](S(C3C=CC(C)=CC=3)(=O)=O)[CH:12]=2)[CH:8]=[N:7]1.[OH-].[Li+], predict the reaction product. (3) Given the reactants ClC(OC(Cl)C)=O.C([N:15]1[CH2:20][CH2:19][CH:18]([NH:21][C:22](=[O:32])[CH2:23][S:24][C:25]2[CH:30]=[CH:29][CH:28]=[C:27]([Cl:31])[CH:26]=2)[CH2:17][CH2:16]1)C1C=CC=CC=1, predict the reaction product. The product is: [Cl:31][C:27]1[CH:26]=[C:25]([S:24][CH2:23][C:22]([NH:21][CH:18]2[CH2:19][CH2:20][NH:15][CH2:16][CH2:17]2)=[O:32])[CH:30]=[CH:29][CH:28]=1.